Task: Predict which catalyst facilitates the given reaction.. Dataset: Catalyst prediction with 721,799 reactions and 888 catalyst types from USPTO (1) Product: [CH:8]([C:11]1[CH:12]=[C:13]([C:18]2([OH:24])[CH2:23][CH2:22][CH2:21][CH2:20][CH2:19]2)[CH:14]=[CH:15][CH:16]=1)([CH3:10])[CH3:9]. The catalyst class is: 7. Reactant: [Mg].II.BrC(Br)C.[CH:8]([C:11]1[CH:12]=[C:13](Br)[CH:14]=[CH:15][CH:16]=1)([CH3:10])[CH3:9].[C:18]1(=[O:24])[CH2:23][CH2:22][CH2:21][CH2:20][CH2:19]1. (2) Reactant: [CH3:1][N:2]1[CH2:11][C:10]2[C:5](=[N:6][C:7](S(C)(=O)=O)=[N:8][CH:9]=2)[N:4]([C:16]2[CH:17]=[C:18]([NH:22][C:23](=[O:29])[O:24][C:25]([CH3:28])([CH3:27])[CH3:26])[CH:19]=[CH:20][CH:21]=2)[C:3]1=[O:30].Cl.[CH3:32][NH2:33].CN.CC(O[Na])=O.C(Cl)Cl. Product: [CH3:1][N:2]1[CH2:11][C:10]2[C:5](=[N:6][C:7]([NH:33][CH3:32])=[N:8][CH:9]=2)[N:4]([C:16]2[CH:17]=[C:18]([NH:22][C:23](=[O:29])[O:24][C:25]([CH3:28])([CH3:27])[CH3:26])[CH:19]=[CH:20][CH:21]=2)[C:3]1=[O:30]. The catalyst class is: 12. (3) Reactant: S(=O)(=O)(O)O.[Cl:6][C:7]1[C:14]([Cl:15])=[CH:13][CH:12]=[CH:11][C:8]=1[CH:9]=[O:10].[N+:16]([O-])([OH:18])=[O:17]. Product: [Cl:6][C:7]1[C:14]([Cl:15])=[CH:13][CH:12]=[C:11]([N+:16]([O-:18])=[O:17])[C:8]=1[CH:9]=[O:10]. The catalyst class is: 282. (4) Reactant: C([O:3][C:4](=[O:36])[CH2:5][O:6][C:7]1[CH:12]=[CH:11][C:10]([S:13][C:14]2[CH:19]=[C:18]([C:20]#[C:21][C:22]3[CH:27]=[CH:26][CH:25]=[CH:24][CH:23]=3)[CH:17]=[C:16]([O:28][CH2:29][CH:30]([CH2:33][CH3:34])[CH2:31][CH3:32])[CH:15]=2)=[CH:9][C:8]=1[CH3:35])C.[OH-].[Na+].Cl. Product: [CH2:33]([CH:30]([CH2:31][CH3:32])[CH2:29][O:28][C:16]1[CH:15]=[C:14]([S:13][C:10]2[CH:11]=[CH:12][C:7]([O:6][CH2:5][C:4]([OH:36])=[O:3])=[C:8]([CH3:35])[CH:9]=2)[CH:19]=[C:18]([C:20]#[C:21][C:22]2[CH:23]=[CH:24][CH:25]=[CH:26][CH:27]=2)[CH:17]=1)[CH3:34]. The catalyst class is: 8. (5) Reactant: [Br:1][C:2]1[CH:7]=[C:6]([CH3:8])[CH:5]=[C:4]([CH2:9]Br)[CH:3]=1.C([S:14][CH2:15][C@@H:16]([CH3:20])[C:17]([OH:19])=[O:18])(=O)C.[OH-].[Na+].CCOC(C)=O. Product: [Br:1][C:2]1[CH:3]=[C:4]([CH:5]=[C:6]([CH3:8])[CH:7]=1)[CH2:9][S:14][CH2:15][C@@H:16]([CH3:20])[C:17]([OH:19])=[O:18]. The catalyst class is: 5. (6) Reactant: [Cl:1][C:2]1[CH:24]=[C:23]([Cl:25])[CH:22]=[CH:21][C:3]=1[CH2:4][N:5]1[C:9]([CH2:10][CH2:11][C:12](OCC)=[O:13])=[CH:8][C:7]([O:17][CH2:18][O:19][CH3:20])=[N:6]1.[H-].C([Al+]CC(C)C)C(C)C.C(O)C.[Cl-].[NH4+]. Product: [Cl:1][C:2]1[CH:24]=[C:23]([Cl:25])[CH:22]=[CH:21][C:3]=1[CH2:4][N:5]1[C:9]([CH2:10][CH2:11][CH2:12][OH:13])=[CH:8][C:7]([O:17][CH2:18][O:19][CH3:20])=[N:6]1. The catalyst class is: 207.